This data is from Forward reaction prediction with 1.9M reactions from USPTO patents (1976-2016). The task is: Predict the product of the given reaction. (1) Given the reactants [Br:1][C:2]1[CH:6]=[CH:5][S:4][C:3]=1[C:7]([F:10])([F:9])[F:8].C([N-]C(C)C)(C)C.[Li+].[CH2:19]=[O:20].Cl, predict the reaction product. The product is: [Br:1][C:2]1[CH:6]=[C:5]([CH2:19][OH:20])[S:4][C:3]=1[C:7]([F:10])([F:9])[F:8]. (2) Given the reactants [CH3:1][O:2][CH2:3][C:4](=[O:10])[CH2:5][C:6]([O:8][CH3:9])=[O:7].[CH3:11][O:12][CH2:13][C:14](Cl)=[O:15], predict the reaction product. The product is: [CH3:9][O:8][C:6](=[O:7])[CH:5]([C:14](=[O:15])[CH2:13][O:12][CH3:11])[C:4](=[O:10])[CH2:3][O:2][CH3:1]. (3) Given the reactants [C:1]([O:4][C@H:5]1[C@H:11]([O:12][C:13](=[O:15])[CH3:14])[C@@H:10]([O:16][C:17](=[O:19])[CH3:18])[C@:9]2([C:21]3[CH:26]=[CH:25][C:24]([Cl:27])=[C:23]([CH2:28][C:29]4[CH:34]=[CH:33][C:32]([OH:35])=[CH:31][CH:30]=4)[CH:22]=3)[O:20][C@@:6]1([CH2:36][O:37][C:38](=[O:40])[CH3:39])[CH2:7][O:8]2)(=[O:3])[CH3:2].Br[CH2:42][CH:43]([O:45][Si:46]([C:49]([CH3:52])([CH3:51])[CH3:50])([CH3:48])[CH3:47])[CH3:44].C(=O)([O-])[O-].[Cs+].[Cs+], predict the reaction product. The product is: [C:1]([O:4][C@H:5]1[C@H:11]([O:12][C:13](=[O:15])[CH3:14])[C@@H:10]([O:16][C:17](=[O:19])[CH3:18])[C@:9]2([C:21]3[CH:26]=[CH:25][C:24]([Cl:27])=[C:23]([CH2:28][C:29]4[CH:30]=[CH:31][C:32]([O:35][CH2:44][CH:43]([O:45][Si:46]([C:49]([CH3:51])([CH3:50])[CH3:52])([CH3:47])[CH3:48])[CH3:42])=[CH:33][CH:34]=4)[CH:22]=3)[O:20][C@@:6]1([CH2:36][O:37][C:38](=[O:40])[CH3:39])[CH2:7][O:8]2)(=[O:3])[CH3:2]. (4) Given the reactants FC(F)(F)S(O)(=O)=O.[CH:9]1[C:23]2=[C:24]3[C:16]([C:17]4[C:22]2=[CH:21][CH:20]=[CH:19][CH:18]=4)=[CH:15][CH:14]=[CH:13][C:12]3=[C:11]([C:25]2[CH:26]=[C:27]3[C:32](=[CH:33][CH:34]=2)[CH:31]=[CH:30][CH:29]=[CH:28]3)[CH:10]=1.B(O)O.[CH2:38](COC)OC.C([O-])([O-])=O.[Na+].[Na+].[C:50]1([CH3:56])[CH:55]=[CH:54][CH:53]=[CH:52][CH:51]=1, predict the reaction product. The product is: [CH:56]([C:50]1[CH:55]=[CH:54][C:53]([C:30]2[CH:31]=[C:32]3[C:27](=[CH:28][CH:29]=2)[CH:26]=[C:25]([C:11]2[CH:10]=[CH:9][C:23]4[C:22]5[C:17]([C:16]6[C:24]=4[C:12]=2[CH:13]=[CH:14][CH:15]=6)=[CH:18][CH:19]=[CH:20][CH:21]=5)[CH:34]=[CH:33]3)=[CH:52][CH:51]=1)=[CH2:38]. (5) Given the reactants [Cl:1][C:2]1[C:50]([Cl:51])=[CH:49][C:5]2[NH:6][C:7]([CH2:9][CH2:10][CH:11]3[CH2:14][CH:13]([N:15]([CH2:17][C@@H:18]4[C@H:22]5[O:23]C(C)(C)[O:25][C@H:21]5[C@H:20]([N:28]5[C:32]6[N:33]=[CH:34][N:35]=[C:36]([NH:37]CC7C=CC(OC)=CC=7OC)[C:31]=6[CH:30]=[CH:29]5)[CH2:19]4)[CH3:16])[CH2:12]3)=[N:8][C:4]=2[CH:3]=1.C([O-])([O-])=O.[K+].[K+], predict the reaction product. The product is: [NH2:37][C:36]1[C:31]2[CH:30]=[CH:29][N:28]([C@@H:20]3[CH2:19][C@H:18]([CH2:17][N:15]([CH:13]4[CH2:12][CH:11]([CH2:10][CH2:9][C:7]5[NH:8][C:4]6[CH:3]=[C:2]([Cl:1])[C:50]([Cl:51])=[CH:49][C:5]=6[N:6]=5)[CH2:14]4)[CH3:16])[C@@H:22]([OH:23])[C@H:21]3[OH:25])[C:32]=2[N:33]=[CH:34][N:35]=1.